This data is from Forward reaction prediction with 1.9M reactions from USPTO patents (1976-2016). The task is: Predict the product of the given reaction. Given the reactants [Cl:1][C:2]1[CH:7]=[C:6]([N+:8]([O-])=O)[CH:5]=[CH:4][C:3]=1[N:11]1[CH2:20][CH2:19][C:18]2[C:13](=[CH:14][CH:15]=[CH:16][CH:17]=2)[CH2:12]1.[Cl-].[NH4+].CC(C)=O.S([O-])([O-])(=O)=O.[Na+].[Na+], predict the reaction product. The product is: [Cl:1][C:2]1[CH:7]=[C:6]([NH2:8])[CH:5]=[CH:4][C:3]=1[N:11]1[CH2:20][CH2:19][C:18]2[C:13](=[CH:14][CH:15]=[CH:16][CH:17]=2)[CH2:12]1.